Dataset: Human liver microsome stability data. Task: Regression/Classification. Given a drug SMILES string, predict its absorption, distribution, metabolism, or excretion properties. Task type varies by dataset: regression for continuous measurements (e.g., permeability, clearance, half-life) or binary classification for categorical outcomes (e.g., BBB penetration, CYP inhibition). Dataset: hlm. (1) The molecule is Cc1ccc2cc(NC(=O)Cn3c(-c4nonc4N)nc4ccccc43)ccc2n1. The result is 0 (unstable in human liver microsomes). (2) The drug is COCCOc1cc2ncnc(N3CCN(C(=O)Nc4ccc(Oc5ccccc5)cc4)CC3)c2cc1OCCOC. The result is 1 (stable in human liver microsomes). (3) The molecule is O=C(Nc1nc2c(Cl)cccc2s1)[C@@H]1CCCCN1C(=O)N1CCS(=O)(=O)CC1. The result is 0 (unstable in human liver microsomes).